From a dataset of Full USPTO retrosynthesis dataset with 1.9M reactions from patents (1976-2016). Predict the reactants needed to synthesize the given product. (1) Given the product [F:42][C:41]([F:44])([F:43])[C:39]([OH:45])=[O:40].[F:12][C:9]([F:10])([F:11])[C:7]1[CH:6]=[C:5]([C:13]2[N:17]=[CH:16][N:15](/[CH:18]=[CH:19]\[C:20]([N:22]3[CH2:36][CH2:35][C:24]4([CH2:25][NH:26][CH2:27]4)[CH2:23]3)=[O:21])[N:14]=2)[CH:4]=[C:3]([C:2]([F:1])([F:38])[F:37])[CH:8]=1, predict the reactants needed to synthesize it. The reactants are: [F:1][C:2]([F:38])([F:37])[C:3]1[CH:4]=[C:5]([C:13]2[N:17]=[CH:16][N:15](/[CH:18]=[CH:19]\[C:20]([N:22]3[CH2:36][CH2:35][C:24]4([CH2:27][N:26](C(OC(C)(C)C)=O)[CH2:25]4)[CH2:23]3)=[O:21])[N:14]=2)[CH:6]=[C:7]([C:9]([F:12])([F:11])[F:10])[CH:8]=1.[C:39]([OH:45])([C:41]([F:44])([F:43])[F:42])=[O:40]. (2) Given the product [CH2:25]([O:27][C:28](=[O:29])[CH2:30][O:31][C:32]1[CH:37]=[C:36]([C:2]2[CH:7]=[CH:6][C:5]([CH:8]([C:19]3[CH:24]=[CH:23][CH:22]=[CH:21][CH:20]=3)[CH2:9]/[C:10](=[N:11]\[OH:12])/[C:13]3[CH:18]=[CH:17][N:16]=[CH:15][CH:14]=3)=[CH:4][CH:3]=2)[CH:35]=[CH:34][CH:33]=1)[CH3:26], predict the reactants needed to synthesize it. The reactants are: Br[C:2]1[CH:7]=[CH:6][C:5]([CH:8]([C:19]2[CH:24]=[CH:23][CH:22]=[CH:21][CH:20]=2)[CH2:9]/[C:10](/[C:13]2[CH:18]=[CH:17][N:16]=[CH:15][CH:14]=2)=[N:11]\[OH:12])=[CH:4][CH:3]=1.[CH2:25]([O:27][C:28]([CH2:30][O:31][C:32]1[CH:33]=[C:34](B2OC(C)(C)C(C)(C)O2)[CH:35]=[CH:36][CH:37]=1)=[O:29])[CH3:26]. (3) Given the product [C:23]([OH:12])(=[O:11])[C:25]([CH2:27][C:28]([OH:10])=[O:9])=[CH2:40], predict the reactants needed to synthesize it. The reactants are: [Cl-].[K+].OP([O-])(O)=O.[K+].[OH2:9].[OH2:10].[OH2:11].[OH2:12].[OH2:9].[OH2:10].[OH2:11].[O-:12]S([O-])(=O)=O.[Mg+2].[C@@H]1(N2C=CC(=O)NC2=O)O[C@H:27]([CH2:28]O)[C@@H:25](O)[C@H:23]1O.O=[CH:40][C@@H]([C@H]([C@@H]([C@@H](CO)O)O)O)O.